Dataset: Forward reaction prediction with 1.9M reactions from USPTO patents (1976-2016). Task: Predict the product of the given reaction. (1) Given the reactants [OH:1][C@H:2]1[C@H:7]([OH:8])[C@@H:6]([OH:9])[CH:5](O)[O:4][C@@H:3]1[C:11]([O:13]CC1C=CC=CC=1)=[O:12].[O:21]=[S:22]1(=[O:69])[CH2:27][CH2:26][N:25]([CH2:28][CH2:29][NH:30][C@:31]23[CH2:65][CH2:64][C@@H:63]([C:66]([CH3:68])=[CH2:67])[C@@H:32]2[C@@H:33]2[C@@:46]([CH3:49])([CH2:47][CH2:48]3)[C@@:45]3([CH3:50])[C@@H:36]([C@:37]4([CH3:62])[C@@H:42]([CH2:43][CH2:44]3)[C:41]([CH3:52])([CH3:51])[C:40]([C:53]3[CH:61]=[CH:60][C:56]([C:57]([OH:59])=[O:58])=[CH:55][CH:54]=3)=[CH:39][CH2:38]4)[CH2:35][CH2:34]2)[CH2:24][CH2:23]1.CN(C(ON1N=NC2C=CC=NC1=2)=[N+](C)C)C.F[P-](F)(F)(F)(F)F.CN1CCOCC1, predict the reaction product. The product is: [O:69]=[S:22]1(=[O:21])[CH2:27][CH2:26][N:25]([CH2:28][CH2:29][NH:30][C@:31]23[CH2:65][CH2:64][C@@H:63]([C:66]([CH3:68])=[CH2:67])[C@@H:32]2[C@@H:33]2[C@@:46]([CH3:49])([CH2:47][CH2:48]3)[C@@:45]3([CH3:50])[C@@H:36]([C@:37]4([CH3:62])[C@@H:42]([CH2:43][CH2:44]3)[C:41]([CH3:52])([CH3:51])[C:40]([C:53]3[CH:61]=[CH:60][C:56]([C:57]([O:59][C@H:5]5[O:4][C@H:3]([C:11]([OH:13])=[O:12])[C@@H:2]([OH:1])[C@H:7]([OH:8])[C@H:6]5[OH:9])=[O:58])=[CH:55][CH:54]=3)=[CH:39][CH2:38]4)[CH2:35][CH2:34]2)[CH2:24][CH2:23]1. (2) The product is: [BH3:1].[N:13]1[CH:14]=[CH:15][CH:16]=[CH:17][C:12]=1[CH3:9].[BH3:1].[CH2:9]([C:12]1[CH:17]=[CH:16][CH:15]=[CH:14][N:13]=1)[CH3:10].[BH3:1].[N:13]1[C:12]([CH3:17])=[CH:9][CH:10]=[CH:11][C:41]=1[CH3:42].[BH3:1].[N:2]1[C:23]([CH3:22])=[CH:24][C:19]([CH3:18])=[CH:20][C:41]=1[CH3:42]. Given the reactants [BH3:1].[N:2]1C=CC=CC=1.B.[CH2:9]([C:12]1[CH:17]=[CH:16][CH:15]=[CH:14][N:13]=1)[CH2:10][CH3:11].[CH3:18][C:19]1[CH:20]=N[CH:22]=[CH:23][CH:24]=1.C(C1C=NC=CC=1)C.C(C1C=CN=CC=1)C.[C:41](O)(=O)[CH3:42], predict the reaction product.